This data is from Catalyst prediction with 721,799 reactions and 888 catalyst types from USPTO. The task is: Predict which catalyst facilitates the given reaction. (1) Reactant: CC[O-].[Na+].C(OCC)(=O)[CH2:6][C:7]([O:9]CC)=[O:8].[Br:16][C:17]1[CH:22]=[C:21]([CH2:23][C:24]2[CH:29]=[CH:28][C:27]([O:30][CH2:31][CH3:32])=[CH:26][CH:25]=2)[C:20]([Cl:33])=[CH:19][C:18]=1[CH2:34]Br. Product: [Br:16][C:17]1[CH:22]=[C:21]([CH2:23][C:24]2[CH:29]=[CH:28][C:27]([O:30][CH2:31][CH3:32])=[CH:26][CH:25]=2)[C:20]([Cl:33])=[CH:19][C:18]=1[CH2:34][CH2:6][C:7]([OH:9])=[O:8]. The catalyst class is: 8. (2) Reactant: C([O:3][C:4]([C:6]1[CH:7]=[N:8][N:9]([CH:15]2[CH2:17][CH2:16]2)[C:10]=1[C:11]([F:14])([F:13])[F:12])=O)C.CC(C[AlH]CC(C)C)C.Cl. Product: [CH:15]1([N:9]2[C:10]([C:11]([F:13])([F:12])[F:14])=[C:6]([CH2:4][OH:3])[CH:7]=[N:8]2)[CH2:16][CH2:17]1. The catalyst class is: 11. (3) Reactant: [OH:1][CH:2]1[CH2:7][CH2:6][CH2:5][NH:4][CH2:3]1.C(N(CC)CC)C.[CH3:15][C:16]([O:19][C:20](O[C:20]([O:19][C:16]([CH3:18])([CH3:17])[CH3:15])=[O:21])=[O:21])([CH3:18])[CH3:17]. Product: [OH:1][CH:2]1[CH2:7][CH2:6][CH2:5][N:4]([C:20]([O:19][C:16]([CH3:18])([CH3:17])[CH3:15])=[O:21])[CH2:3]1. The catalyst class is: 4. (4) Reactant: O[C:2]1[N:3]=[N:4][C:5]2[CH2:6][CH2:7][CH2:8][CH2:9][C:10]=2[C:11]=1[C:12]#[N:13].O=P(Cl)(Cl)[Cl:16]. Product: [Cl:16][C:2]1[N:3]=[N:4][C:5]2[CH2:6][CH2:7][CH2:8][CH2:9][C:10]=2[C:11]=1[C:12]#[N:13]. The catalyst class is: 4.